From a dataset of Reaction yield outcomes from USPTO patents with 853,638 reactions. Predict the reaction yield, written as a fraction of the theoretical maximum amount of product (1.0 means a 100% yield; for example, 0.34 means a 34% yield). (1) The reactants are [CH2:1]([O:3][C:4](=[O:31])[CH2:5][C:6]([CH3:30])([CH3:29])[C:7]#[C:8][C:9]1[CH:14]=[C:13]([N+:15]([O-:17])=[O:16])[CH:12]=[CH:11][C:10]=1[NH:18][CH2:19][CH2:20][O:21][Si](C(C)(C)C)(C)C)[CH3:2].CCCC[N+](CCCC)(CCCC)CCCC.[F-]. The catalyst is CC#N.Cl[Pd]Cl. The product is [CH2:1]([O:3][C:4](=[O:31])[CH2:5][C:6]([C:7]1[N:18]([CH2:19][CH2:20][OH:21])[C:10]2[C:9]([CH:8]=1)=[CH:14][C:13]([N+:15]([O-:17])=[O:16])=[CH:12][CH:11]=2)([CH3:30])[CH3:29])[CH3:2]. The yield is 0.600. (2) The reactants are [NH:1]1[C:9]2[C:4](=[CH:5][CH:6]=[CH:7][CH:8]=2)[C:3](/[CH:10]=[C:11]2\[O:12][C:13]3[C:20]([CH2:21][N:22]4[CH2:28][CH2:27][CH2:26][N:25](C(OC(C)(C)C)=O)[CH2:24][CH2:23]4)=[C:19]([OH:36])[CH:18]=[CH:17][C:14]=3[C:15]\2=[O:16])=[CH:2]1.Cl. The catalyst is C(Cl)Cl.O1CCOCC1. The product is [N:22]1([CH2:21][C:20]2[C:13]3[O:12]/[C:11](=[CH:10]\[C:3]4[C:4]5[C:9](=[CH:8][CH:7]=[CH:6][CH:5]=5)[NH:1][CH:2]=4)/[C:15](=[O:16])[C:14]=3[CH:17]=[CH:18][C:19]=2[OH:36])[CH2:28][CH2:27][CH2:26][NH:25][CH2:24][CH2:23]1. The yield is 0.750. (3) The reactants are [NH:1]1[C:5]2[CH:6]=[CH:7][C:8]([C:10]([OH:12])=O)=[CH:9][C:4]=2[N:3]=[CH:2]1.[F:13][C:14]1[C:27]2[CH2:26][CH2:25][C@H:24]3[C@H:19]([CH2:20][CH2:21][CH2:22][NH:23]3)[C:18]=2[CH:17]=[C:16]([F:28])[CH:15]=1. The catalyst is C(Cl)Cl.CO. The product is [NH:1]1[C:5]2[CH:6]=[CH:7][C:8]([C:10]([N:23]3[C@@H:24]4[C@@H:19]([C:18]5[CH:17]=[C:16]([F:28])[CH:15]=[C:14]([F:13])[C:27]=5[CH2:26][CH2:25]4)[CH2:20][CH2:21][CH2:22]3)=[O:12])=[CH:9][C:4]=2[N:3]=[CH:2]1. The yield is 0.720. (4) The reactants are [CH2:1]([O:8][C:9]([N:11]1[CH2:15][C@H:14]([O:16][CH3:17])[CH2:13][C@@H:12]1[CH2:18][C:19]#N)=[O:10])[C:2]1[CH:7]=[CH:6][CH:5]=[CH:4][CH:3]=1.Br[CH2:22][C:23]([O:25][CH2:26][CH3:27])=[O:24].[O:28]1CCCC1. The catalyst is [Zn].BrCC(OCC)=O. The product is [CH2:1]([O:8][C:9]([N:11]1[CH2:15][C@H:14]([O:16][CH3:17])[CH2:13][C@H:12]1[CH2:18][C:19](=[O:28])[CH2:22][C:23]([O:25][CH2:26][CH3:27])=[O:24])=[O:10])[C:2]1[CH:7]=[CH:6][CH:5]=[CH:4][CH:3]=1. The yield is 0.710. (5) The reactants are Br[C:2]1[C:3](=[O:9])[NH:4][NH:5][C:6](=[O:8])[CH:7]=1.[F:10][C:11]1[CH:19]=[CH:18][CH:17]=[C:16]2[C:12]=1[CH:13]=[C:14](B(O)O)[NH:15]2.[O-]P([O-])([O-])=O.[K+].[K+].[K+]. The product is [F:10][C:11]1[CH:19]=[CH:18][CH:17]=[C:16]2[C:12]=1[CH:13]=[C:14]([C:2]1[C:3](=[O:9])[NH:4][NH:5][C:6](=[O:8])[CH:7]=1)[NH:15]2. The yield is 0.390. The catalyst is CN(C=O)C.O.C1C=CC(P(C2C=CC=CC=2)[C-]2C=CC=C2)=CC=1.C1C=CC(P(C2C=CC=CC=2)[C-]2C=CC=C2)=CC=1.Cl[Pd]Cl.[Fe+2].